Task: Predict the reactants needed to synthesize the given product.. Dataset: Full USPTO retrosynthesis dataset with 1.9M reactions from patents (1976-2016) (1) Given the product [C:7]([O:11][C:12]([CH2:13][O:14][C:15]1[CH:20]=[C:19]([CH:18]=[C:17]([O:23][CH2:24][C:25]([O:27][C:28]([CH3:31])([CH3:30])[CH3:29])=[O:26])[CH:16]=1)[CH2:21][NH:1][CH2:2][CH2:3][C:4]([OH:6])=[O:5])=[O:32])([CH3:9])([CH3:10])[CH3:8], predict the reactants needed to synthesize it. The reactants are: [NH2:1][CH2:2][CH2:3][C:4]([OH:6])=[O:5].[C:7]([O:11][C:12](=[O:32])[CH2:13][O:14][C:15]1[CH:20]=[C:19]([CH:21]=O)[CH:18]=[C:17]([O:23][CH2:24][C:25]([O:27][C:28]([CH3:31])([CH3:30])[CH3:29])=[O:26])[CH:16]=1)([CH3:10])([CH3:9])[CH3:8].C([BH3-])#N.[Na+].C(O)(=O)C. (2) Given the product [N:14]1[C:13]2[C:15]3[CH:23]=[CH:22][CH:21]=[CH:20][C:16]=3[O:17][CH2:18][CH2:19][C:12]=2[S:11][C:10]=1[NH:9][CH2:8][CH:5]1[CH2:6][CH2:7][CH:2]([NH:1][C:24](=[O:26])[CH3:25])[CH2:3][CH2:4]1, predict the reactants needed to synthesize it. The reactants are: [NH2:1][CH:2]1[CH2:7][CH2:6][CH:5]([CH2:8][NH:9][C:10]2[S:11][C:12]3[CH2:19][CH2:18][O:17][C:16]4[CH:20]=[CH:21][CH:22]=[CH:23][C:15]=4[C:13]=3[N:14]=2)[CH2:4][CH2:3]1.[C:24](Cl)(=[O:26])[CH3:25].O. (3) Given the product [CH3:16][O:15][C:4]1[CH:3]=[C:2]([S:1][C:29]2[C:24]([Cl:23])=[N:25][CH:26]=[CH:27][N:28]=2)[C:11]([N+:12]([O-:14])=[O:13])=[CH:10][C:5]=1[C:6]([O:8][CH3:9])=[O:7], predict the reactants needed to synthesize it. The reactants are: [SH:1][C:2]1[CH:3]=[C:4]([O:15][CH3:16])[C:5](=[CH:10][C:11]=1[N+:12]([O-:14])=[O:13])[C:6]([O:8][CH3:9])=[O:7].C(=O)([O-])[O-].[K+].[K+].[Cl:23][C:24]1[C:29](Cl)=[N:28][CH:27]=[CH:26][N:25]=1.C(OCC)(=O)C. (4) Given the product [C:13]([O:17][C:18](=[O:38])[NH:19][C@H:20]1[CH2:25][CH2:24][CH2:23][N:22]([C:26]2[NH:34][C:33]3[C:32](=[O:35])[N:31]([CH2:2][C:3]([C:5]4[CH:10]=[CH:9][CH:8]=[C:7]([O:11][CH3:12])[CH:6]=4)=[O:4])[CH:30]=[N:29][C:28]=3[C:27]=2[C:36]#[N:37])[CH2:21]1)([CH3:16])([CH3:14])[CH3:15], predict the reactants needed to synthesize it. The reactants are: Br[CH2:2][C:3]([C:5]1[CH:10]=[CH:9][CH:8]=[C:7]([O:11][CH3:12])[CH:6]=1)=[O:4].[C:13]([O:17][C:18](=[O:38])[NH:19][C@H:20]1[CH2:25][CH2:24][CH2:23][N:22]([C:26]2[NH:34][C:33]3[C:32](=[O:35])[NH:31][CH:30]=[N:29][C:28]=3[C:27]=2[C:36]#[N:37])[CH2:21]1)([CH3:16])([CH3:15])[CH3:14].C(=O)([O-])[O-].[K+].[K+]. (5) Given the product [ClH:27].[NH:8]1[CH2:9][CH:10]([C:12]2[C:17]([O:18][C:19]3[CH:24]=[CH:23][CH:22]=[CH:21][C:20]=3[O:25][CH3:26])=[N:16][CH:15]=[CH:14][N:13]=2)[CH2:11]1, predict the reactants needed to synthesize it. The reactants are: C(OC([N:8]1[CH2:11][CH:10]([C:12]2[C:17]([O:18][C:19]3[CH:24]=[CH:23][CH:22]=[CH:21][C:20]=3[O:25][CH3:26])=[N:16][CH:15]=[CH:14][N:13]=2)[CH2:9]1)=O)(C)(C)C.[ClH:27].CO. (6) Given the product [CH2:5]([N:4]1[C:11]2[C:10]3[CH:9]=[CH:8][CH:7]=[CH:6][C:5]=3[N:4]=[CH:3][C:2]=2[N:1]=[CH:3]1)[CH:10]([CH3:11])[CH3:9], predict the reactants needed to synthesize it. The reactants are: [NH2:1][C:2]1[C:3](N)=[N:4][C:5]2[C:10]([C:11]=1CC(C)C)=[CH:9][CH:8]=[CH:7][CH:6]=2. (7) Given the product [NH2:1][C:2]1[C:11]([C:12]([NH:14][C:15]2[S:19][N:18]=[C:17]([CH3:20])[C:16]=2[N:22]2[CH:26]=[CH:25][CH:24]=[N:23]2)=[O:13])=[C:5]2[N:6]=[CH:7][C:8]([F:10])=[CH:9][N:4]2[N:3]=1, predict the reactants needed to synthesize it. The reactants are: [NH2:1][C:2]1[C:11]([C:12]([NH:14][C:15]2[S:19][N:18]=[C:17]([CH3:20])[C:16]=2Br)=[O:13])=[C:5]2[N:6]=[CH:7][C:8]([F:10])=[CH:9][N:4]2[N:3]=1.[NH:22]1[CH:26]=[CH:25][CH:24]=[N:23]1.C([O-])([O-])=O.[Cs+].[Cs+]. (8) Given the product [NH2:1][C@H:2]([C:6]1[CH:11]=[CH:10][C:9]([OH:12])=[CH:8][CH:7]=1)[C:3]([O:5][CH3:17])=[O:4], predict the reactants needed to synthesize it. The reactants are: [NH2:1][C@H:2]([C:6]1[CH:11]=[CH:10][C:9]([OH:12])=[CH:8][CH:7]=1)[C:3]([OH:5])=[O:4].S(Cl)(Cl)=O.[CH3:17]O.